This data is from Catalyst prediction with 721,799 reactions and 888 catalyst types from USPTO. The task is: Predict which catalyst facilitates the given reaction. (1) Reactant: [CH3:1][N:2]([CH3:22])[C:3]1[CH:21]=[CH:20][C:6]([CH2:7][NH:8][C:9](=[O:19])[C@H:10]([NH2:18])[CH2:11][C:12]2[CH:17]=[CH:16][CH:15]=[CH:14][CH:13]=2)=[CH:5][CH:4]=1.[C:23]1(=[O:29])[O:28][C:26](=[O:27])[CH2:25][CH2:24]1. Product: [CH3:22][N:2]([CH3:1])[C:3]1[CH:4]=[CH:5][C:6]([CH2:7][NH:8][C:9]([C@H:10]([NH:18][C:23]([CH2:24][CH2:25][C:26]([OH:28])=[O:27])=[O:29])[CH2:11][C:12]2[CH:13]=[CH:14][CH:15]=[CH:16][CH:17]=2)=[O:19])=[CH:20][CH:21]=1. The catalyst class is: 774. (2) The catalyst class is: 5. Reactant: [F:1][C:2]([F:42])([F:41])[C:3]([O:30]C(=O)[C@H](C1C=CC=CC=1)C)([C:8]1[CH:9]=[CH:10][C:11]2[N:17]([C:18](=[O:27])[C@H:19]([C:21]3[CH:26]=[CH:25][CH:24]=[CH:23][CH:22]=3)[CH3:20])[CH2:16][C@@H:15]([OH:28])[CH2:14][CH2:13][C:12]=2[CH:29]=1)[C:4]([F:7])([F:6])[F:5].FC(F)(F)C(OC(=O)[C@H](C1C=CC=CC=1)C)(C1C=CC2N(C(=O)[C@H](C3C=CC=CC=3)C)C[C@@H](OC3C=CC=C(CC(OC)=O)C=3)CCC=2C=1)C(F)(F)F.[OH-].[Na+]. Product: [OH:28][C@H:15]1[CH2:14][CH2:13][C:12]2[CH:29]=[C:8]([C:3]([OH:30])([C:2]([F:1])([F:41])[F:42])[C:4]([F:7])([F:5])[F:6])[CH:9]=[CH:10][C:11]=2[N:17]([C:18](=[O:27])[C@H:19]([C:21]2[CH:22]=[CH:23][CH:24]=[CH:25][CH:26]=2)[CH3:20])[CH2:16]1. (3) Reactant: [C:1]([O:6][CH3:7])(=[O:5])[C:2]([CH3:4])=[CH2:3].[CH2:8]([NH2:15])[C:9]1[CH:14]=[CH:13][CH:12]=[CH:11][CH:10]=1. Product: [CH2:8]([NH:15][CH2:3][CH:2]([CH3:4])[C:1]([O:6][CH3:7])=[O:5])[C:9]1[CH:14]=[CH:13][CH:12]=[CH:11][CH:10]=1. The catalyst class is: 5. (4) Reactant: CO[C:3](=O)[CH:4]=[CH:5][C:6]([N:9]1[C:17]2[C:12](=[N:13][CH:14]=[CH:15][CH:16]=2)[N:11]=[CH:10]1)([CH3:8])[CH3:7].[H][H].[BH4-].[Na+].N(C(OCC)=O)=NC(OCC)=O.C1(P(C2C=CC=CC=2)C2C=CC=CC=2)C=CC=CC=1.[C:54]1(=[O:64])[NH:58][C:57](=[O:59])[C:56]2=[CH:60][CH:61]=[CH:62][CH:63]=[C:55]12. Product: [N:9]1([C:6]([CH3:7])([CH3:8])[CH2:5][CH2:4][CH2:3][N:58]2[C:54](=[O:64])[C:55]3[C:56](=[CH:60][CH:61]=[CH:62][CH:63]=3)[C:57]2=[O:59])[C:17]2[C:12](=[N:13][CH:14]=[CH:15][CH:16]=2)[N:11]=[CH:10]1. The catalyst class is: 123. (5) Reactant: Br[CH2:2][C:3]([C:5]1[CH:10]=[CH:9][C:8]([N:11]([CH2:14][CH3:15])[CH2:12][CH3:13])=[CH:7][CH:6]=1)=O.[NH2:16][N:17]1[C:21]([C:22]2[CH:27]=[CH:26][CH:25]=[CH:24][C:23]=2[O:28][CH3:29])=[N:20][N:19]=[C:18]1[SH:30]. Product: [CH2:12]([N:11]([CH2:14][CH3:15])[C:8]1[CH:9]=[CH:10][C:5]([C:3]2[CH2:2][S:30][C:18]3=[N:19][N:20]=[C:21]([C:22]4[CH:27]=[CH:26][CH:25]=[CH:24][C:23]=4[O:28][CH3:29])[N:17]3[N:16]=2)=[CH:6][CH:7]=1)[CH3:13]. The catalyst class is: 56. (6) Reactant: [CH3:1][N:2]1[C:6]([C:7]([F:10])([F:9])[F:8])=[CH:5][C:4]([OH:11])=[N:3]1.[Br:12]Br. Product: [Br:12][C:5]1[C:4](=[O:11])[NH:3][N:2]([CH3:1])[C:6]=1[C:7]([F:8])([F:9])[F:10]. The catalyst class is: 8. (7) Reactant: [OH:1][C:2]1[CH:11]=[C:10]2[C:5]([CH:6]=[CH:7][C:8]([S:12]([OH:15])(=[O:14])=[O:13])=[CH:9]2)=[CH:4][CH:3]=1.[OH:16][S:17](O)(=[O:19])=[O:18]. Product: [OH:1][C:2]1[C:3]([S:17]([OH:19])(=[O:18])=[O:16])=[CH:4][C:5]2[C:10]([CH:11]=1)=[CH:9][C:8]([S:12]([OH:15])(=[O:13])=[O:14])=[CH:7][CH:6]=2. The catalyst class is: 6. (8) Reactant: [NH2:1][C:2]1[CH:3]=[C:4]([CH2:8][NH:9][C:10]([C:12]2[NH:21][C:20](=[O:22])[C:19]3[C:14](=[CH:15][CH:16]=[C:17]([C:23]#[N:24])[CH:18]=3)[N:13]=2)=[O:11])[CH:5]=[CH:6][CH:7]=1.[C:25]1([C:31]([C:48]2[CH:53]=[CH:52][CH:51]=[CH:50][CH:49]=2)([C:42]2[CH:47]=[CH:46][CH:45]=[CH:44][CH:43]=2)[N:32]2[CH:36]=[N:35][C:34]([CH2:37][CH2:38][C:39](O)=[O:40])=[N:33]2)[CH:30]=[CH:29][CH:28]=[CH:27][CH:26]=1.Cl.CN(C)CCCN=C=NCC.ON1C2C=CC=CC=2N=N1. Product: [C:23]([C:17]1[CH:18]=[C:19]2[C:14](=[CH:15][CH:16]=1)[N:13]=[C:12]([C:10]([NH:9][CH2:8][C:4]1[CH:5]=[CH:6][CH:7]=[C:2]([NH:1][C:39](=[O:40])[CH2:38][CH2:37][C:34]3[N:35]=[CH:36][N:32]([C:31]([C:48]4[CH:49]=[CH:50][CH:51]=[CH:52][CH:53]=4)([C:42]4[CH:43]=[CH:44][CH:45]=[CH:46][CH:47]=4)[C:25]4[CH:30]=[CH:29][CH:28]=[CH:27][CH:26]=4)[N:33]=3)[CH:3]=1)=[O:11])[NH:21][C:20]2=[O:22])#[N:24]. The catalyst class is: 3. (9) Product: [ClH:36].[ClH:36].[F:1][C:2]1[CH:29]=[CH:28][C:5]([CH2:6][N:7]2[C:11]([C@@H:12]3[CH2:17][N:16]4[CH2:18][CH2:19][CH2:20][C@@H:15]4[CH2:14][NH:13]3)=[CH:10][CH:9]=[N:8]2)=[CH:4][CH:3]=1. Reactant: [F:1][C:2]1[CH:29]=[CH:28][C:5]([CH2:6][N:7]2[C:11]([C@@H:12]3[CH2:17][N:16]4[CH2:18][CH2:19][CH2:20][C@@H:15]4[CH2:14][N:13]3C(OC(C)(C)C)=O)=[CH:10][CH:9]=[N:8]2)=[CH:4][CH:3]=1.C(OCC)(=O)C.[ClH:36]. The catalyst class is: 370. (10) Reactant: [CH2:1]([O:8][C:9](=[O:14])[C@H:10]([CH2:12][OH:13])[NH2:11])[C:2]1[CH:7]=[CH:6][CH:5]=[CH:4][CH:3]=1.[C:15]([O:24][C@H:25]([CH2:30][CH2:31][CH2:32][CH2:33][CH2:34][CH2:35][CH2:36][CH2:37][CH2:38][CH2:39][CH3:40])[CH2:26][C:27](O)=[O:28])(=[O:23])[CH2:16][CH2:17][CH2:18][CH2:19][CH2:20][CH2:21][CH3:22].C(Cl)CCl.CI. Product: [CH2:1]([O:8][C:9](=[O:14])[C@H:10]([CH2:12][OH:13])[NH:11][C:27](=[O:28])[CH2:26][C@H:25]([O:24][C:15](=[O:23])[CH2:16][CH2:17][CH2:18][CH2:19][CH2:20][CH2:21][CH3:22])[CH2:30][CH2:31][CH2:32][CH2:33][CH2:34][CH2:35][CH2:36][CH2:37][CH2:38][CH2:39][CH3:40])[C:2]1[CH:7]=[CH:6][CH:5]=[CH:4][CH:3]=1. The catalyst class is: 2.